This data is from Forward reaction prediction with 1.9M reactions from USPTO patents (1976-2016). The task is: Predict the product of the given reaction. Given the reactants Cl.NO.C([N:6](C(C)C)C(C)C)C.C(O)C.C(OC(=O)[NH:20][C:21]([NH:23][C:24]1[CH:29]=[CH:28][C:27]([O:30][C:31]2[CH:36]=[CH:35][CH:34]=[C:33]([NH:37][C:38]([O:40][C:41]([CH3:44])([CH3:43])[CH3:42])=[O:39])[CH:32]=2)=[CH:26][N:25]=1)=S)C, predict the reaction product. The product is: [C:41]([O:40][C:38](=[O:39])[NH:37][C:33]1[CH:34]=[CH:35][CH:36]=[C:31]([O:30][C:27]2[CH:28]=[CH:29][C:24]3[N:25]([N:6]=[C:21]([NH2:20])[N:23]=3)[CH:26]=2)[CH:32]=1)([CH3:42])([CH3:43])[CH3:44].